The task is: Predict which catalyst facilitates the given reaction.. This data is from Catalyst prediction with 721,799 reactions and 888 catalyst types from USPTO. (1) Reactant: [C:1]([O:5][C:6]([CH:8]1[CH2:13][CH2:12][CH2:11][NH:10][CH:9]1C(O)=O)=[O:7])([CH3:4])([CH3:3])[CH3:2].[CH:17]([C:20]1[CH:21]=[C:22]([C:26]2[CH2:27][CH2:28]NCC=2)[CH:23]=[CH:24][CH:25]=1)([CH3:19])[CH3:18].C1CN([P+]([O:48]N2N=NC3C=CC=CC2=3)(N2CCCC2)N2CCCC2)CC1.F[P-](F)(F)(F)(F)F.[CH:65]([N:68]([CH:71](C)C)CC)(C)[CH3:66]. Product: [C:1]([O:5][C:6]([CH:8]1[CH:13]([C:71]([N:68]2[CH2:65][CH:66]=[CH:28][CH2:27][CH:26]2[C:22]2[CH:23]=[CH:24][CH:25]=[C:20]([CH:17]([CH3:18])[CH3:19])[CH:21]=2)=[O:48])[CH2:12][CH2:11][NH:10][CH2:9]1)=[O:7])([CH3:2])([CH3:3])[CH3:4]. The catalyst class is: 31. (2) Reactant: Br[C:2]1[S:3][C:4]([N+:7]([O-:9])=[O:8])=[CH:5][CH:6]=1.[CH3:10][C@H:11]1[CH2:16][CH2:15][C@H:14]([C:17]([N:19]([CH:32]([CH3:34])[CH3:33])[C:20]2[CH:21]=[C:22](B(O)O)[S:23][C:24]=2[C:25]([O:27][CH3:28])=[O:26])=[O:18])[CH2:13][CH2:12]1.[F-].[Cs+]. Product: [CH3:10][C@H:11]1[CH2:12][CH2:13][C@H:14]([C:17]([N:19]([CH:32]([CH3:34])[CH3:33])[C:20]2[CH:21]=[C:22]([C:2]3[S:3][C:4]([N+:7]([O-:9])=[O:8])=[CH:5][CH:6]=3)[S:23][C:24]=2[C:25]([O:27][CH3:28])=[O:26])=[O:18])[CH2:15][CH2:16]1. The catalyst class is: 108. (3) Reactant: [F:1][C:2]1[CH:11]=[C:10]2[C:5]([N:6]=[CH:7][C:8](=[O:28])[N:9]2[CH2:12][CH2:13][N:14]2[CH2:19][CH2:18][CH:17]([NH:20]C(=O)OC(C)(C)C)[CH2:16][CH2:15]2)=[CH:4][CH:3]=1.FC(F)(F)C(O)=O. Product: [NH2:20][CH:17]1[CH2:16][CH2:15][N:14]([CH2:13][CH2:12][N:9]2[C:10]3[C:5](=[CH:4][CH:3]=[C:2]([F:1])[CH:11]=3)[N:6]=[CH:7][C:8]2=[O:28])[CH2:19][CH2:18]1. The catalyst class is: 4. (4) Reactant: Br[CH2:2][C:3]1[CH:8]=[C:7]([N+:9]([O-:11])=[O:10])[CH:6]=[C:5]([Cl:12])[CH:4]=1.[CH3:13][S-:14].[Na+].C(OCC)(=O)C. Product: [Cl:12][C:5]1[CH:6]=[C:7]([N+:9]([O-:11])=[O:10])[CH:8]=[C:3]([CH2:2][S:14][CH3:13])[CH:4]=1. The catalyst class is: 823.